This data is from Full USPTO retrosynthesis dataset with 1.9M reactions from patents (1976-2016). The task is: Predict the reactants needed to synthesize the given product. (1) Given the product [CH3:36][O:37][C:38]([C:40]1[C@@H:41]2[N:55]([C:56]([O:58][C:59]([CH3:62])([CH3:61])[CH3:60])=[O:57])[C@H:44]([CH2:45][C:46]=1[C:5]1[CH:6]=[N:7][C:2]([Br:1])=[CH:3][CH:4]=1)[CH2:43][CH2:42]2)=[O:39], predict the reactants needed to synthesize it. The reactants are: [Br:1][C:2]1[N:7]=[CH:6][C:5](B(O)O)=[CH:4][CH:3]=1.C1C=CC(P(C2C=CC=CC=2)C2C=CC=CC=2)=CC=1.C([O-])([O-])=O.[Na+].[Na+].[CH3:36][O:37][C:38]([C:40]1[C@@H:41]2[N:55]([C:56]([O:58][C:59]([CH3:62])([CH3:61])[CH3:60])=[O:57])[C@H:44]([CH2:45][C:46]=1OS(C(F)(F)F)(=O)=O)[CH2:43][CH2:42]2)=[O:39]. (2) Given the product [CH2:1]([O:9][C:10]1[CH:11]=[CH:12][C:13]([CH:16]2[CH2:21][CH2:20][CH2:19][N:18]([CH2:22][CH2:23][C:24]([OH:26])=[O:25])[CH2:17]2)=[CH:14][CH:15]=1)[CH2:2][CH2:3][CH2:4][CH2:5][CH2:6][CH2:7][CH3:8], predict the reactants needed to synthesize it. The reactants are: [CH2:1]([O:9][C:10]1[CH:15]=[CH:14][C:13]([CH:16]2[CH2:21][CH2:20][CH2:19][N:18]([CH2:22][CH2:23][C:24]([O:26]CC)=[O:25])[CH2:17]2)=[CH:12][CH:11]=1)[CH2:2][CH2:3][CH2:4][CH2:5][CH2:6][CH2:7][CH3:8].O[Li].O.Cl.